From a dataset of Reaction yield outcomes from USPTO patents with 853,638 reactions. Predict the reaction yield, written as a fraction of the theoretical maximum amount of product (1.0 means a 100% yield; for example, 0.34 means a 34% yield). The catalyst is C(O)(C)C. The product is [Br:1][C:2]1[CH:7]=[CH:6][C:5]2[C:13]3[CH2:12][N:11]4[CH2:19][CH2:18][CH:15]([CH2:16][CH2:17]4)[C:14]=3[N:8]([CH3:10])[C:4]=2[CH:3]=1. The reactants are [Br:1][C:2]1[CH:3]=[C:4]([N:8]([CH3:10])N)[CH:5]=[CH:6][CH:7]=1.[N:11]12[CH2:19][CH2:18][CH:15]([CH2:16][CH2:17]1)[C:14](=O)[CH2:13][CH2:12]2.Cl. The yield is 0.580.